Dataset: Full USPTO retrosynthesis dataset with 1.9M reactions from patents (1976-2016). Task: Predict the reactants needed to synthesize the given product. (1) Given the product [NH2:65][C:56]1[C:55]([CH2:54][N:52]2[C:51](=[O:67])[N:48]3[CH:49]=[CH:50][C:45]([C:42]4[CH:43]=[CH:44][C:39]([Cl:38])=[CH:40][CH:41]=4)=[C:46]([C:68]4[CH:73]=[CH:72][N:71]=[CH:70][CH:69]=4)[C:47]3=[N:53]2)=[CH:60][CH:59]=[C:58]([C:61]([F:64])([F:63])[F:62])[N:57]=1, predict the reactants needed to synthesize it. The reactants are: ClC1C(CN2C(=O)N3C=CC(C4C=CC(Cl)=CC=4)=C(C4C=CN=CC=4)C3=N2)=CC=C(C(F)(F)F)N=1.[OH-].[NH4+].[Cl:38][C:39]1[CH:44]=[CH:43][C:42]([C:45]2[CH:50]=[CH:49][N:48]3[C:51](=[O:67])[N:52]([CH2:54][C:55]4[C:56]([NH:65]C)=[N:57][C:58]([C:61]([F:64])([F:63])[F:62])=[CH:59][CH:60]=4)[N:53]=[C:47]3[C:46]=2[C:68]2[CH:73]=[CH:72][N:71]=[CH:70][CH:69]=2)=[CH:41][CH:40]=1. (2) The reactants are: [F:1][C:2]([F:15])([F:14])[C:3]1[CH:8]=[CH:7][C:6]([C:9]2[CH:13]=[CH:12][NH:11][N:10]=2)=[CH:5][CH:4]=1.[CH3:16][C:17]([CH3:22])([CH3:21])[CH:18]1[O:20][CH2:19]1.C(N(CC)CC)C. Given the product [CH3:16][C:17]([CH3:22])([CH3:21])[CH:18]([OH:20])[CH2:19][N:11]1[CH:12]=[CH:13][C:9]([C:6]2[CH:5]=[CH:4][C:3]([C:2]([F:1])([F:14])[F:15])=[CH:8][CH:7]=2)=[N:10]1, predict the reactants needed to synthesize it. (3) Given the product [C:30]([C:27]([C:23]1[CH:22]=[C:21]([CH:26]=[CH:25][CH:24]=1)[C:20]([NH:19][C:14]1[CH:15]=[CH:16][C:17]([CH3:18])=[C:12]([NH:11][C:6]2[N:7]=[CH:8][C:9]3[N:10]=[C:2]([NH:1][C:33](=[O:42])/[CH:34]=[CH:35]/[C:36]4[CH:41]=[CH:40][CH:39]=[CH:38][CH:37]=4)[S:3][C:4]=3[N:5]=2)[CH:13]=1)=[O:32])([CH3:29])[CH3:28])#[N:31], predict the reactants needed to synthesize it. The reactants are: [NH2:1][C:2]1[S:3][C:4]2[N:5]=[C:6]([NH:11][C:12]3[CH:13]=[C:14]([NH:19][C:20](=[O:32])[C:21]4[CH:26]=[CH:25][CH:24]=[C:23]([C:27]([C:30]#[N:31])([CH3:29])[CH3:28])[CH:22]=4)[CH:15]=[CH:16][C:17]=3[CH3:18])[N:7]=[CH:8][C:9]=2[N:10]=1.[C:33](Cl)(=[O:42])[CH:34]=[CH:35][C:36]1[CH:41]=[CH:40][CH:39]=[CH:38][CH:37]=1.C(=O)([O-])O.[Na+]. (4) Given the product [C:11]([O:15][C:16]([N:18]1[C:22]2=[C:23]([NH:38][S:7]([C:4]3([CH2:1][CH:2]=[CH2:3])[CH2:6][CH2:5]3)(=[O:9])=[O:8])[C:24]([NH:29][C:30]3[CH:35]=[CH:34][C:33]([I:36])=[CH:32][C:31]=3[F:37])=[C:25]([CH3:28])[C:26](=[O:27])[N:21]2[CH2:20][CH2:19]1)=[O:17])([CH3:12])([CH3:13])[CH3:14], predict the reactants needed to synthesize it. The reactants are: [CH2:1]([C:4]1([S:7](Cl)(=[O:9])=[O:8])[CH2:6][CH2:5]1)[CH:2]=[CH2:3].[C:11]([O:15][C:16]([N:18]1[C:22]2=[C:23]([NH2:38])[C:24]([NH:29][C:30]3[CH:35]=[CH:34][C:33]([I:36])=[CH:32][C:31]=3[F:37])=[C:25]([CH3:28])[C:26](=[O:27])[N:21]2[CH2:20][CH2:19]1)=[O:17])([CH3:14])([CH3:13])[CH3:12].C(OC(=O)C)C. (5) Given the product [N:1]1([CH2:10][CH2:11][CH:12]=[O:13])[C:5]2[CH:6]=[CH:7][CH:8]=[CH:9][C:4]=2[N:3]=[CH:2]1, predict the reactants needed to synthesize it. The reactants are: [N:1]1([CH2:10][CH2:11][CH2:12][OH:13])[C:5]2[CH:6]=[CH:7][CH:8]=[CH:9][C:4]=2[N:3]=[CH:2]1.[Na].C(=O)(O)[O-].[Na+].S([O-])([O-])(=O)=S.[Na+].[Na+]. (6) The reactants are: [Cl:1][C:2]1[CH:3]=[CH:4][C:5]([N:50]2[CH:54]=[N:53][N:52]=[N:51]2)=[C:6](/[CH:8]=[CH:9]/[C:10]([N:12]2[C@H:17]([C:18]3[NH:19][CH:20]=[C:21]([C:23]4[CH:28]=[CH:27][C:26]([NH:29][C:30]([O:32][CH3:33])=[O:31])=[CH:25][CH:24]=4)[N:22]=3)[C@H:16]([CH:34]3[CH2:36][CH2:35]3)[CH2:15][C@H:14]([CH:37]3[CH2:42][CH2:41][N:40](C(OC(C)(C)C)=O)[CH2:39][CH2:38]3)[CH2:13]2)=[O:11])[CH:7]=1.C(O)(C(F)(F)F)=O. Given the product [Cl:1][C:2]1[CH:3]=[CH:4][C:5]([N:50]2[CH:54]=[N:53][N:52]=[N:51]2)=[C:6](/[CH:8]=[CH:9]/[C:10]([N:12]2[C@H:17]([C:18]3[NH:19][CH:20]=[C:21]([C:23]4[CH:24]=[CH:25][C:26]([NH:29][C:30](=[O:31])[O:32][CH3:33])=[CH:27][CH:28]=4)[N:22]=3)[C@H:16]([CH:34]3[CH2:35][CH2:36]3)[CH2:15][C@H:14]([CH:37]3[CH2:42][CH2:41][NH:40][CH2:39][CH2:38]3)[CH2:13]2)=[O:11])[CH:7]=1, predict the reactants needed to synthesize it. (7) Given the product [CH2:8]([O:7][C:1](=[O:6])[C:2](=[CH:12][N:15]([CH3:17])[CH3:16])[C:3](=[O:4])[CH3:5])[CH3:9], predict the reactants needed to synthesize it. The reactants are: [C:1]([O:7][CH2:8][CH3:9])(=[O:6])[CH2:2][C:3]([CH3:5])=[O:4].CO[CH:12]([N:15]([CH3:17])[CH3:16])OC.